From a dataset of Full USPTO retrosynthesis dataset with 1.9M reactions from patents (1976-2016). Predict the reactants needed to synthesize the given product. (1) Given the product [C:4]([C@@H:6]1[CH2:10][CH2:9][N:8]([C:11]([O:13][C:14]([CH3:15])([CH3:16])[CH3:17])=[O:12])[CH2:7]1)(=[O:5])[CH2:22][CH2:21][CH2:20][CH:19]=[CH2:26], predict the reactants needed to synthesize it. The reactants are: CON(C)[C:4]([C@@H:6]1[CH2:10][CH2:9][N:8]([C:11]([O:13][C:14]([CH3:17])([CH3:16])[CH3:15])=[O:12])[CH2:7]1)=[O:5].[CH2:19]([Mg]Br)[CH2:20][CH:21]=[CH2:22].O1CCC[CH2:26]1. (2) Given the product [Br:1][C:2]1[C:10]2[O:9][C:8]([NH:11][CH:12]3[CH2:17][CH2:16][N:15]([CH2:24][C:23]4[CH:26]=[C:27]([O:34][CH2:35][CH3:36])[C:28]([N:29]5[CH:33]=[CH:32][CH:31]=[CH:30]5)=[C:21]([O:20][CH2:18][CH3:19])[CH:22]=4)[CH2:14][CH2:13]3)=[N:7][C:6]=2[CH:5]=[CH:4][CH:3]=1, predict the reactants needed to synthesize it. The reactants are: [Br:1][C:2]1[C:10]2[O:9][C:8]([NH:11][CH:12]3[CH2:17][CH2:16][NH:15][CH2:14][CH2:13]3)=[N:7][C:6]=2[CH:5]=[CH:4][CH:3]=1.[CH2:18]([O:20][C:21]1[CH:22]=[C:23]([CH:26]=[C:27]([O:34][CH2:35][CH3:36])[C:28]=1[N:29]1[CH:33]=[CH:32][CH:31]=[CH:30]1)[CH:24]=O)[CH3:19].C([BH3-])#N.[Na+].C(N(C(C)C)C(C)C)C. (3) Given the product [CH2:1]([CH:3]([C:6]1[C:10]([CH2:11][OH:12])=[CH:9][N:8]([C:16]2[CH:21]=[CH:20][C:19]([C:22]([F:24])([F:25])[F:23])=[CH:18][N:17]=2)[N:7]=1)[CH2:4][CH3:5])[CH3:2], predict the reactants needed to synthesize it. The reactants are: [CH2:1]([CH:3]([C:6]1[C:10]([C:11](OCC)=[O:12])=[CH:9][N:8]([C:16]2[CH:21]=[CH:20][C:19]([C:22]([F:25])([F:24])[F:23])=[CH:18][N:17]=2)[N:7]=1)[CH2:4][CH3:5])[CH3:2].[H-].C([Al+]CC(C)C)C(C)C.Cl. (4) Given the product [S:7]1[CH:11]=[CH:10][C:9]([C:12]2[CH:20]=[CH:19][C:15]([CH2:16][OH:17])=[CH:14][CH:13]=2)=[CH:8]1, predict the reactants needed to synthesize it. The reactants are: [H-].[H-].[H-].[H-].[Li+].[Al+3].[S:7]1[CH:11]=[CH:10][C:9]([C:12]2[CH:20]=[CH:19][C:15]([C:16](O)=[O:17])=[CH:14][CH:13]=2)=[CH:8]1.O.[OH-].[K+].